Task: Predict the product of the given reaction.. Dataset: Forward reaction prediction with 1.9M reactions from USPTO patents (1976-2016) (1) The product is: [F:28][C:25]([F:26])([F:27])[C:23]1[CH:22]=[C:21]([C:29]2[CH:34]=[CH:33][C:32]([C:35]([F:38])([F:36])[F:37])=[CH:31][CH:30]=2)[N:20]=[C:19]([N:17]2[CH:18]=[C:14]([C:12]3[S:13][C:9]([S:6]([NH2:5])(=[O:8])=[O:7])=[CH:10][N:11]=3)[N:15]=[CH:16]2)[N:24]=1. Given the reactants C([NH:5][S:6]([C:9]1[S:13][C:12]([C:14]2[N:15]=[CH:16][N:17]([C:19]3[N:24]=[C:23]([C:25]([F:28])([F:27])[F:26])[CH:22]=[C:21]([C:29]4[CH:34]=[CH:33][C:32]([C:35]([F:38])([F:37])[F:36])=[CH:31][CH:30]=4)[N:20]=3)[CH:18]=2)=[N:11][CH:10]=1)(=[O:8])=[O:7])(C)(C)C.C(O)(C(F)(F)F)=O, predict the reaction product. (2) The product is: [CH3:1][N:2]1[CH:6]([C:7]([O:9][C:10]([CH3:11])([CH3:13])[CH3:12])=[O:8])[CH2:5][N:4]([C:16]2[CH:21]=[CH:20][CH:19]=[C:18]([CH3:22])[N:17]=2)[C:3]1=[O:14]. Given the reactants [CH3:1][N:2]1[CH:6]([C:7]([O:9][C:10]([CH3:13])([CH3:12])[CH3:11])=[O:8])[CH2:5][NH:4][C:3]1=[O:14].Br[C:16]1[CH:21]=[CH:20][CH:19]=[C:18]([CH3:22])[N:17]=1.C(=O)([O-])[O-].[Cs+].[Cs+].CC1(C)C2C(=C(P(C3C=CC=CC=3)C3C=CC=CC=3)C=CC=2)OC2C(P(C3C=CC=CC=3)C3C=CC=CC=3)=CC=CC1=2, predict the reaction product. (3) Given the reactants [Cl:1][C:2]1[CH:7]=[CH:6][C:5]([C:8]2[CH:12]=[C:11]([CH2:13][CH2:14]O)[O:10][N:9]=2)=[CH:4][CH:3]=1.C(N(C(C)C)CC)(C)C.CS(Cl)(=O)=O.Cl.[N:31]1([C:37]([O:39][CH2:40][C:41]([NH:43][CH3:44])=[O:42])=[O:38])[CH2:36][CH2:35][NH:34][CH2:33][CH2:32]1.C(=O)([O-])[O-].[K+].[K+], predict the reaction product. The product is: [Cl:1][C:2]1[CH:3]=[CH:4][C:5]([C:8]2[CH:12]=[C:11]([CH2:13][CH2:14][N:34]3[CH2:33][CH2:32][N:31]([C:37]([O:39][CH2:40][C:41]([NH:43][CH3:44])=[O:42])=[O:38])[CH2:36][CH2:35]3)[O:10][N:9]=2)=[CH:6][CH:7]=1. (4) The product is: [NH2:1][C:2]1[C:11]2[CH:10]=[CH:9][C:8]([F:12])=[C:7]([C:28]3[C:23]([O:22][CH3:21])=[N:24][C:25]([O:32][CH3:33])=[CH:26][CH:27]=3)[C:6]=2[N:5]=[C:4]2[CH2:14][N:15]([CH2:18][CH2:19][CH3:20])[C:16](=[O:17])[C:3]=12. Given the reactants [NH2:1][C:2]1[C:11]2[CH:10]=[CH:9][C:8]([F:12])=[C:7](I)[C:6]=2[N:5]=[C:4]2[CH2:14][N:15]([CH2:18][CH2:19][CH3:20])[C:16](=[O:17])[C:3]=12.[CH3:21][O:22][C:23]1[C:28](B(O)O)=[CH:27][CH:26]=[C:25]([O:32][CH3:33])[N:24]=1, predict the reaction product. (5) Given the reactants [Cl:1][C:2]1[CH:3]=[C:4]([CH2:8][C:9]([OH:11])=O)[CH:5]=[CH:6][CH:7]=1.[N:12](=[CH:14]/[C:15]1[CH:20]=[CH:19][CH:18]=[CH:17][C:16]=1[NH:21][S:22]([C:25]1[CH:30]=[CH:29][C:28]([C:31]([F:34])([F:33])[F:32])=[CH:27][CH:26]=1)(=[O:24])=[O:23])\[NH2:13].Cl.C(N=C=NCCCN(C)C)C.O, predict the reaction product. The product is: [Cl:1][C:2]1[CH:3]=[C:4]([CH2:8][C:9]([NH:13]/[N:12]=[CH:14]/[C:15]2[CH:20]=[CH:19][CH:18]=[CH:17][C:16]=2[NH:21][S:22]([C:25]2[CH:30]=[CH:29][C:28]([C:31]([F:32])([F:33])[F:34])=[CH:27][CH:26]=2)(=[O:24])=[O:23])=[O:11])[CH:5]=[CH:6][CH:7]=1. (6) Given the reactants [OH:1][C@@H:2]1[CH2:25][CH2:24][C@@:23]2([CH3:26])[CH:4]([CH2:5][C@@H:6]([OH:29])[C@@H:7]3[C@@H:22]2[CH2:21][C@H:20]([OH:27])[C@@:19]2([CH3:28])[C@H:8]3[CH2:9][CH2:10][C@@H:11]2[C@H:12]([CH3:18])[CH2:13][CH2:14][CH2:15][O:16][CH3:17])[CH2:3]1.O, predict the reaction product. The product is: [O:1]=[C:2]1[CH2:25][CH2:24][C@@:23]2([CH3:26])[CH:4]([CH2:5][C@@H:6]([OH:29])[C@@H:7]3[C@@H:22]2[CH2:21][C@H:20]([OH:27])[C@@:19]2([CH3:28])[C@H:8]3[CH2:9][CH2:10][C@@H:11]2[C@H:12]([CH3:18])[CH2:13][CH2:14][CH2:15][O:16][CH3:17])[CH2:3]1. (7) Given the reactants [C:1]([O:5][C:6](=[O:34])[NH:7][CH2:8][CH2:9][CH:10]1[CH2:15][CH2:14][N:13]([C:16](=[O:33])[C:17]2[CH:22]=[C:21]([OH:23])[CH:20]=[C:19]([O:24][C:25]3[CH:30]=[CH:29][C:28]([C:31]#[N:32])=[CH:27][CH:26]=3)[CH:18]=2)[CH2:12][CH2:11]1)([CH3:4])([CH3:3])[CH3:2].[BH4-].[Na+], predict the reaction product. The product is: [C:1]([O:5][C:6](=[O:34])[NH:7][CH2:8][CH2:9][CH:10]1[CH2:15][CH2:14][N:13]([C:16](=[O:33])[C:17]2[CH:22]=[C:21]([OH:23])[CH:20]=[C:19]([O:24][C:25]3[CH:30]=[CH:29][C:28]([CH2:31][NH:32][C:6]([O:5][C:1]([CH3:4])([CH3:3])[CH3:2])=[O:34])=[CH:27][CH:26]=3)[CH:18]=2)[CH2:12][CH2:11]1)([CH3:4])([CH3:2])[CH3:3].